From a dataset of Catalyst prediction with 721,799 reactions and 888 catalyst types from USPTO. Predict which catalyst facilitates the given reaction. (1) Reactant: Br[C:2]1[CH:3]=[C:4]2[C:9](=[N:10][CH:11]=1)[N:8]([C:12]([NH2:14])=[O:13])[CH2:7][CH2:6][CH2:5]2.[B:15]1([B:15]2[O:19][C:18]([CH3:21])([CH3:20])[C:17]([CH3:23])([CH3:22])[O:16]2)[O:19][C:18]([CH3:21])([CH3:20])[C:17]([CH3:23])([CH3:22])[O:16]1.CC([O-])=O.[K+]. Product: [CH3:22][C:17]1([CH3:23])[C:18]([CH3:21])([CH3:20])[O:19][B:15]([C:2]2[CH:3]=[C:4]3[C:9](=[N:10][CH:11]=2)[N:8]([C:12]([NH2:14])=[O:13])[CH2:7][CH2:6][CH2:5]3)[O:16]1. The catalyst class is: 75. (2) Reactant: C1(OC)C=CC=CC=1.[Br:9][C:10]1[CH:11]=[CH:12][C:13](/[C:18](/[C:37]2[CH:42]=[CH:41][C:40]([C:43]([CH3:46])([CH3:45])[CH3:44])=[CH:39][CH:38]=2)=[CH:19]/[C@@H:20]2[N:24](CC3C=CC(OC)=CC=3OC)[C:23](=[O:36])[CH2:22][CH2:21]2)=[N:14][C:15]=1[O:16][CH3:17]. Product: [Br:9][C:10]1[CH:11]=[CH:12][C:13](/[C:18](/[C:37]2[CH:38]=[CH:39][C:40]([C:43]([CH3:46])([CH3:45])[CH3:44])=[CH:41][CH:42]=2)=[CH:19]/[C@@H:20]2[NH:24][C:23](=[O:36])[CH2:22][CH2:21]2)=[N:14][C:15]=1[O:16][CH3:17]. The catalyst class is: 55. (3) Reactant: C(OC([N:11]1[CH2:16][CH2:15][CH2:14][CH:13]([CH2:17][N:18]2[CH:23]=[CH:22][CH:21]=[CH:20][C:19]2=[O:24])[CH2:12]1)=O)C1C=CC=CC=1. Product: [NH:11]1[CH2:16][CH2:15][CH2:14][CH:13]([CH2:17][N:18]2[CH:23]=[CH:22][CH:21]=[CH:20][C:19]2=[O:24])[CH2:12]1. The catalyst class is: 50.